Task: Predict the reactants needed to synthesize the given product.. Dataset: Full USPTO retrosynthesis dataset with 1.9M reactions from patents (1976-2016) (1) Given the product [CH:19]([C:17]1([CH2:16][O:15][CH2:14][O:13][CH3:12])[CH2:18][O:9]1)([CH3:21])[CH3:20], predict the reactants needed to synthesize it. The reactants are: ClC1C=CC=C(C(OO)=[O:9])C=1.[CH3:12][O:13][CH2:14][O:15][CH2:16][C:17]([CH:19]([CH3:21])[CH3:20])=[CH2:18]. (2) The reactants are: [F:1][CH:2]([F:39])[C:3]1[N:7]([C:8]2[CH:13]=[C:12]([N:14]3[CH2:19][CH2:18][O:17][CH2:16][C@@H:15]3[CH3:20])[N:11]=[C:10]([NH:21][CH2:22][C@H:23]3[CH2:28][CH2:27][C@H:26]([NH:29][CH2:30][C:31]([CH3:34])([OH:33])[CH3:32])[CH2:25][CH2:24]3)[N:9]=2)[C:6]2[CH:35]=[CH:36][CH:37]=[CH:38][C:5]=2[N:4]=1.[CH2:40](N(CC)CC)C.N1(CO)C2C=CC=CC=2N=N1.[BH4-].[Li+]. Given the product [F:39][CH:2]([F:1])[C:3]1[N:7]([C:8]2[CH:13]=[C:12]([N:14]3[CH2:19][CH2:18][O:17][CH2:16][C@@H:15]3[CH3:20])[N:11]=[C:10]([NH:21][CH2:22][C@H:23]3[CH2:24][CH2:25][C@H:26]([N:29]4[CH2:30][C:31]([CH3:34])([CH3:32])[O:33][CH2:40]4)[CH2:27][CH2:28]3)[N:9]=2)[C:6]2[CH:35]=[CH:36][CH:37]=[CH:38][C:5]=2[N:4]=1, predict the reactants needed to synthesize it. (3) Given the product [CH3:11][C:9]1[CH:8]=[CH:7][C:5]2[NH:6][C:2]([S:1][CH2:14][C:15]3[CH:21]=[CH:20][C:19]([CH3:22])=[C:18]([CH3:23])[C:16]=3[NH2:17])=[N:3][C:4]=2[CH:10]=1, predict the reactants needed to synthesize it. The reactants are: [SH:1][C:2]1[NH:3][C:4]2[CH:10]=[C:9]([CH3:11])[CH:8]=[CH:7][C:5]=2[N:6]=1.Cl.Cl[CH2:14][C:15]1[CH:21]=[CH:20][C:19]([CH3:22])=[C:18]([CH3:23])[C:16]=1[NH2:17]. (4) Given the product [CH3:1][O:2][C:3]1[C:12]2[C:7](=[CH:8][CH:9]=[CH:10][CH:11]=2)[C:6]([S:14]([Cl:13])(=[O:16])=[O:15])=[CH:5][CH:4]=1, predict the reactants needed to synthesize it. The reactants are: [CH3:1][O:2][C:3]1[C:12]2[C:7](=[CH:8][CH:9]=[CH:10][CH:11]=2)[CH:6]=[CH:5][CH:4]=1.[Cl:13][S:14](O)(=[O:16])=[O:15].P(Cl)(Cl)(Cl)(Cl)Cl. (5) Given the product [C:1]([NH:9][C:10]1[S:11][CH2:12][C@@H:13]2[CH2:19][C@H:18]([C:20]([NH:22][C:23](=[N:38][OH:37])[CH3:24])=[O:21])[O:17][CH2:16][C@:14]2([C:29]2[CH:34]=[CH:33][C:32]([F:35])=[CH:31][C:30]=2[F:36])[N:15]=1)(=[O:8])[C:2]1[CH:3]=[CH:4][CH:5]=[CH:6][CH:7]=1, predict the reactants needed to synthesize it. The reactants are: [C:1]([NH:9][C:10]1[S:11][CH2:12][C@@H:13]2[CH2:19][C@H:18]([C:20]([NH:22][CH2:23][CH:24](OC)OC)=[O:21])[O:17][CH2:16][C@:14]2([C:29]2[CH:34]=[CH:33][C:32]([F:35])=[CH:31][C:30]=2[F:36])[N:15]=1)(=[O:8])[C:2]1[CH:7]=[CH:6][CH:5]=[CH:4][CH:3]=1.[OH:37][N:38]=C(N)C. (6) Given the product [C:17]([C:16]([NH:15][C:4](=[O:5])[C:3]1[CH:7]=[CH:8][C:9]([C:11]([F:14])([F:13])[F:12])=[CH:10][C:2]=1[F:1])([CH3:32])[CH2:19][N:20]1[CH:28]=[C:27]2[C:22]([C:23]([Cl:31])=[C:24]([Cl:30])[CH:25]=[C:26]2[Cl:29])=[N:21]1)#[N:18], predict the reactants needed to synthesize it. The reactants are: [F:1][C:2]1[CH:10]=[C:9]([C:11]([F:14])([F:13])[F:12])[CH:8]=[CH:7][C:3]=1[C:4](Cl)=[O:5].[NH2:15][C:16]([CH3:32])([CH2:19][N:20]1[CH:28]=[C:27]2[C:22]([C:23]([Cl:31])=[C:24]([Cl:30])[CH:25]=[C:26]2[Cl:29])=[N:21]1)[C:17]#[N:18]. (7) Given the product [NH:39]1[CH2:42][CH2:41][C@H:40]1[C:43]([N:4]1[C:5]2[C:10](=[CH:9][CH:8]=[C:7]([NH:11][C:12](=[O:30])[C:13]3[CH:18]=[CH:17][CH:16]=[N:15][C:14]=3[NH:19][CH2:20][C:21]3[CH:26]=[CH:25][N:24]=[C:23]4[NH:27][CH:28]=[CH:29][C:22]=34)[CH:6]=2)[C:2]([CH3:31])([CH3:1])[CH2:3]1)=[O:44], predict the reactants needed to synthesize it. The reactants are: [CH3:1][C:2]1([CH3:31])[C:10]2[C:5](=[CH:6][C:7]([NH:11][C:12](=[O:30])[C:13]3[CH:18]=[CH:17][CH:16]=[N:15][C:14]=3[NH:19][CH2:20][C:21]3[CH:26]=[CH:25][N:24]=[C:23]4[NH:27][CH:28]=[CH:29][C:22]=34)=[CH:8][CH:9]=2)[NH:4][CH2:3]1.C(OC([N:39]1[CH2:42][CH2:41][C@H:40]1[C:43](O)=[O:44])=O)(C)(C)C.